This data is from Full USPTO retrosynthesis dataset with 1.9M reactions from patents (1976-2016). The task is: Predict the reactants needed to synthesize the given product. (1) Given the product [N+:10]([CH:9]([S:13]([C:16]1[CH:17]=[CH:18][C:19]([CH3:20])=[CH:21][CH:22]=1)(=[O:15])=[O:14])[C:6]1[CH:5]=[CH:4][C:3]([C:1]#[N:2])=[CH:8][CH:7]=1)#[C-:11], predict the reactants needed to synthesize it. The reactants are: [C:1]([C:3]1[CH:8]=[CH:7][C:6]([CH:9]([S:13]([C:16]2[CH:22]=[CH:21][C:19]([CH3:20])=[CH:18][CH:17]=2)(=[O:15])=[O:14])[NH:10][CH:11]=O)=[CH:5][CH:4]=1)#[N:2].O(Cl)Cl. (2) Given the product [C:3]([O:6][CH:21]1[CH:22]=[CH:23][CH:24]([O:1][C:10](=[O:17])[CH3:15])[C:20]21[CH2:19][CH2:18]2)(=[O:5])[CH3:4], predict the reactants needed to synthesize it. The reactants are: [OH2:1].O.[C:3]([O-:6])(=[O:5])[CH3:4].[Li+].[Cl-].[Li+].[C:10]1(=[O:17])[CH:15]=CC(=O)C=C1.[CH2:18]1[C:20]2([CH:24]=[CH:23][CH:22]=[CH:21]2)[CH2:19]1. (3) Given the product [CH2:1]([O:3][CH:4]=[CH:5][C:23]1[CH:28]=[CH:27][N:26]=[C:25]([S:29][CH3:30])[N:24]=1)[CH3:2], predict the reactants needed to synthesize it. The reactants are: [C:1]([O:3][CH2:4][CH3:5])#[CH:2].C(OC=CB(C=COCC)C=COCC)C.Cl[C:23]1[CH:28]=[CH:27][N:26]=[C:25]([S:29][CH3:30])[N:24]=1.C1C=CC(P(C2C=CC=CC=2)C2C=CC=CC=2)=CC=1.[OH-].[Na+]. (4) Given the product [ClH:1].[C:9]1(/[CH:15]=[CH:16]/[C:17](=[O:20])/[CH:18]=[CH:19]/[C:3]2[CH:8]=[CH:7][N:6]=[CH:5][CH:4]=2)[CH:14]=[CH:13][CH:12]=[CH:11][CH:10]=1, predict the reactants needed to synthesize it. The reactants are: [ClH:1].Br[C:3]1[CH:8]=[CH:7][N:6]=[CH:5][CH:4]=1.[C:9]1([CH:15]=[CH:16][CH:17]([OH:20])[C:18]#[CH:19])[CH:14]=[CH:13][CH:12]=[CH:11][CH:10]=1.C1(P(C2C=CC=CC=2)C2C=CC=CC=2)C=CC=CC=1.C(N(CC)CC)C. (5) Given the product [CH3:12][O:11][C:5]1[C:6]2[N:7]=[CH:8][O:9][C:10]=2[C:2]([C:45]([OH:41])=[O:40])=[CH:3][CH:4]=1, predict the reactants needed to synthesize it. The reactants are: Br[C:2]1[C:10]2[O:9][CH:8]=[N:7][C:6]=2[C:5]([O:11][CH3:12])=[CH:4][CH:3]=1.C(N(CC)CC)C.C1(P(C2C=CC=CC=2)C2C=CC=CC=2)C=CC=CC=1.[C]=[O:40].[O:41]1[CH2:45]CCC1.